This data is from Peptide-MHC class I binding affinity with 185,985 pairs from IEDB/IMGT. The task is: Regression. Given a peptide amino acid sequence and an MHC pseudo amino acid sequence, predict their binding affinity value. This is MHC class I binding data. (1) The peptide sequence is LQKGGVIVY. The MHC is HLA-A11:01 with pseudo-sequence HLA-A11:01. The binding affinity (normalized) is 0.0847. (2) The peptide sequence is KIWMAPSLT. The MHC is HLA-B15:01 with pseudo-sequence HLA-B15:01. The binding affinity (normalized) is 0.166. (3) The peptide sequence is AQKLATKPV. The MHC is HLA-A23:01 with pseudo-sequence HLA-A23:01. The binding affinity (normalized) is 0.0847. (4) The peptide sequence is LSHCWPWFK. The MHC is HLA-A26:01 with pseudo-sequence HLA-A26:01. The binding affinity (normalized) is 0.0847. (5) The peptide sequence is LMRRFRFTV. The MHC is HLA-B18:01 with pseudo-sequence HLA-B18:01. The binding affinity (normalized) is 0.0847. (6) The peptide sequence is WAPEGDIRL. The MHC is HLA-A01:01 with pseudo-sequence HLA-A01:01. The binding affinity (normalized) is 0.0847.